This data is from Full USPTO retrosynthesis dataset with 1.9M reactions from patents (1976-2016). The task is: Predict the reactants needed to synthesize the given product. (1) Given the product [C:1]1([CH:7]([O:14][C:15]([CH:17]2[N:21]3[C:22](=[O:26])[CH2:23][C@H:20]3[S:19](=[O:27])[C:18]2([CH3:29])[CH3:28])=[O:16])[C:8]2[CH:9]=[CH:10][CH:11]=[CH:12][CH:13]=2)[CH:2]=[CH:3][CH:4]=[CH:5][CH:6]=1, predict the reactants needed to synthesize it. The reactants are: [C:1]1([CH:7]([O:14][C:15]([CH:17]2[N:21]3[C:22](=[O:26])[C:23](Br)(Br)[C@H:20]3[S:19](=[O:27])[C:18]2([CH3:29])[CH3:28])=[O:16])[C:8]2[CH:13]=[CH:12][CH:11]=[CH:10][CH:9]=2)[CH:6]=[CH:5][CH:4]=[CH:3][CH:2]=1.[Cl-].[NH4+].[Bi](Cl)(Cl)Cl.[Al]. (2) Given the product [ClH:38].[ClH:40].[ClH:38].[F:35][C:34]1[C:33]2[C:28](=[CH:29][CH:30]=[CH:31][CH:32]=2)[CH:27]=[N:26][C:25]=1[C:23]1[C:22]([NH2:36])=[N:21][CH:20]=[C:19]([C:17]2[CH:16]=[N:15][N:14]([CH:11]3[CH2:10][CH2:9][NH:8][CH2:13][CH2:12]3)[CH:18]=2)[CH:24]=1, predict the reactants needed to synthesize it. The reactants are: C(OC([N:8]1[CH2:13][CH2:12][CH:11]([N:14]2[CH:18]=[C:17]([C:19]3[CH:20]=[N:21][C:22]([NH2:36])=[C:23]([C:25]4[N:26]=[CH:27][C:28]5[C:33]([C:34]=4[F:35])=[CH:32][CH:31]=[CH:30][CH:29]=5)[CH:24]=3)[CH:16]=[N:15]2)[CH2:10][CH2:9]1)=O)(C)(C)C.C(Cl)[Cl:38].[ClH:40].CCOCC.